This data is from Forward reaction prediction with 1.9M reactions from USPTO patents (1976-2016). The task is: Predict the product of the given reaction. (1) Given the reactants Cl.[NH2:2][C:3]1[C:12]2[N:13]=[C:14]([CH2:19][O:20][CH2:21][CH3:22])[N:15]([CH2:16][CH2:17][CH3:18])[C:11]=2[C:10]2[CH:9]=[CH:8][C:7]([OH:23])=[CH:6][C:5]=2[N:4]=1.[Cl:24][CH2:25][CH2:26][CH2:27]I.C(=O)([O-])[O-].[K+].[K+].[OH-].[Na+].ClCCCBr, predict the reaction product. The product is: [Cl:24][CH2:25][CH2:26][CH2:27][O:23][C:7]1[CH:8]=[CH:9][C:10]2[C:11]3[N:15]([CH2:16][CH2:17][CH3:18])[C:14]([CH2:19][O:20][CH2:21][CH3:22])=[N:13][C:12]=3[C:3]([NH2:2])=[N:4][C:5]=2[CH:6]=1. (2) Given the reactants Cl[C:2]1[N:7]=[C:6]([Cl:8])[C:5]([C:9]([C:11]2[CH:16]=[CH:15][CH:14]=[CH:13][CH:12]=2)=[O:10])=[C:4]([NH:17][C:18]2[CH:23]=[CH:22][CH:21]=[CH:20][C:19]=2[S:24]([CH:27]([CH3:29])[CH3:28])(=[O:26])=[O:25])[N:3]=1.[CH:30]([O:33][C:34]1[CH:40]=[C:39]([CH:41]2[CH2:46][CH2:45][N:44]([CH2:47][CH2:48][O:49][CH3:50])[CH2:43][CH2:42]2)[C:38]([CH3:51])=[CH:37][C:35]=1[NH2:36])([CH3:32])[CH3:31], predict the reaction product. The product is: [Cl:8][C:6]1[C:5]([C:9]([C:11]2[CH:16]=[CH:15][CH:14]=[CH:13][CH:12]=2)=[O:10])=[C:4]([NH:17][C:18]2[CH:23]=[CH:22][CH:21]=[CH:20][C:19]=2[S:24]([CH:27]([CH3:29])[CH3:28])(=[O:26])=[O:25])[N:3]=[C:2]([NH:36][C:35]2[CH:37]=[C:38]([CH3:51])[C:39]([CH:41]3[CH2:42][CH2:43][N:44]([CH2:47][CH2:48][O:49][CH3:50])[CH2:45][CH2:46]3)=[CH:40][C:34]=2[O:33][CH:30]([CH3:32])[CH3:31])[N:7]=1. (3) Given the reactants [NH2:1][CH2:2][CH2:3][CH2:4][N:5]1[CH2:11][CH2:10][C:9]2[CH:12]=[CH:13][C:14]([C:16]3[N:20]=[C:19]([C:21]4[CH:22]=[CH:23][C:24]([O:29][CH:30]([CH3:32])[CH3:31])=[C:25]([CH:28]=4)[C:26]#[N:27])[O:18][N:17]=3)=[CH:15][C:8]=2[CH2:7][CH2:6]1.C[O:34][C:35](Cl)=[O:36].N1C=C[CH:41]=[CH:40][CH:39]=1, predict the reaction product. The product is: [CH:35]([OH:36])=[O:34].[C:26]([C:25]1[CH:28]=[C:21]([C:19]2[O:18][N:17]=[C:16]([C:14]3[CH:13]=[CH:12][C:9]4[CH2:10][CH2:11][N:5]([CH2:4][CH2:3][CH2:2][NH:1][C:39](=[O:34])[CH2:40][CH3:41])[CH2:6][CH2:7][C:8]=4[CH:15]=3)[N:20]=2)[CH:22]=[CH:23][C:24]=1[O:29][CH:30]([CH3:32])[CH3:31])#[N:27]. (4) The product is: [OH:1][C:2]1([C:9]2[CH:10]=[N:11][C:12]([O:16][CH3:17])=[C:13]([CH3:15])[CH:14]=2)[CH2:7][CH2:6][CH:5]([N:18]2[CH2:21][CH:20]([NH:22][C:23]([CH2:25][NH:26][C:27](=[O:38])[C:28]3[CH:33]=[CH:32][CH:31]=[C:30]([C:34]([F:37])([F:35])[F:36])[CH:29]=3)=[O:24])[CH2:19]2)[CH2:4][CH2:3]1. Given the reactants [OH:1][C:2]1([C:9]2[CH:10]=[N:11][C:12]([O:16][CH3:17])=[C:13]([CH3:15])[CH:14]=2)[CH2:7][CH2:6][C:5](=O)[CH2:4][CH2:3]1.[NH:18]1[CH2:21][CH:20]([NH:22][C:23]([CH2:25][NH:26][C:27](=[O:38])[C:28]2[CH:33]=[CH:32][CH:31]=[C:30]([C:34]([F:37])([F:36])[F:35])[CH:29]=2)=[O:24])[CH2:19]1, predict the reaction product. (5) Given the reactants [CH3:1][O:2][CH2:3][CH2:4][O:5][CH2:6][CH2:7][O:8][CH2:9][CH2:10][O:11][CH2:12][C:13]([OH:15])=[O:14].O[CH2:17][C@H:18]1[O:22][C:21](=[O:23])[N:20]([C:24]2[CH:33]=[C:32]3[C:27]([CH:28]=[C:29]([C:35]4[CH:40]=[CH:39][CH:38]=[CH:37][C:36]=4[C:41]([F:44])([F:43])[F:42])[NH:30][C:31]3=[O:34])=[CH:26][CH:25]=2)[CH2:19]1.COCCOCCOCCO, predict the reaction product. The product is: [CH3:1][O:2][CH2:3][CH2:4][O:5][CH2:6][CH2:7][O:8][CH2:9][CH2:10][O:11][CH2:12][C:13]([O:15][CH2:17][C@H:18]1[O:22][C:21](=[O:23])[N:20]([C:24]2[CH:33]=[C:32]3[C:27]([CH:28]=[C:29]([C:35]4[CH:40]=[CH:39][CH:38]=[CH:37][C:36]=4[C:41]([F:43])([F:42])[F:44])[NH:30][C:31]3=[O:34])=[CH:26][CH:25]=2)[CH2:19]1)=[O:14].[CH3:1][O:2][CH2:3][CH2:4][O:5][CH2:6][CH2:7][O:8][CH2:9][CH2:10][O:11][CH2:12][C:13]([OH:15])=[O:14].